From a dataset of Full USPTO retrosynthesis dataset with 1.9M reactions from patents (1976-2016). Predict the reactants needed to synthesize the given product. (1) Given the product [F:1][C:2]1[CH:10]=[CH:9][C:8]2[N:7]([C:19]3[CH:28]=[C:27]4[C:22]([CH:23]=[CH:24][N:25]=[CH:26]4)=[CH:21][CH:20]=3)[C:6]3[CH:11]4[CH2:12][CH2:13][N:14]([CH2:15][C:5]=3[C:4]=2[CH:3]=1)[CH2:16][CH2:17]4, predict the reactants needed to synthesize it. The reactants are: [F:1][C:2]1[CH:10]=[CH:9][C:8]2[NH:7][C:6]3[CH:11]4[CH2:17][CH2:16][N:14]([CH2:15][C:5]=3[C:4]=2[CH:3]=1)[CH2:13][CH2:12]4.Br[C:19]1[CH:28]=[C:27]2[C:22]([CH:23]=[CH:24][N:25]=[CH:26]2)=[CH:21][CH:20]=1. (2) Given the product [Cl:1][C:2]1[CH:7]=[C:6]([C:8]([F:11])([F:10])[F:9])[CH:5]=[CH:4][C:3]=1[C:12]1[O:37][C:17]2[C:16]([C:14](=[O:15])[CH:13]=1)=[C:21]([O:22][CH3:23])[CH:20]=[C:19]([O:24][CH3:25])[C:18]=2[C@@H:26]1[CH2:30][CH2:29][N:28]([CH3:31])[C@H:27]1[CH2:32][OH:33], predict the reactants needed to synthesize it. The reactants are: [Cl:1][C:2]1[CH:7]=[C:6]([C:8]([F:11])([F:10])[F:9])[CH:5]=[CH:4][C:3]=1[C:12](=O)[CH2:13][C:14]([C:16]1[C:17]([OH:37])=[C:18]([CH:26]2[CH2:30][CH2:29][N:28]([CH3:31])[CH:27]2[CH2:32][O:33]C(=O)C)[C:19]([O:24][CH3:25])=[CH:20][C:21]=1[O:22][CH3:23])=[O:15].C([O-])(O)=O.[Na+]. (3) Given the product [O:16]1[CH2:17][C@H:15]1[CH2:14][O:13][C:4]1[CH:3]=[CH:2][CH:7]=[CH:6][C:5]=1[CH2:8][C:9]1[N:40]=[N:41][N:37]([C:18]([C:19]2[CH:24]=[CH:23][CH:22]=[CH:21][CH:20]=2)([C:31]2[CH:32]=[CH:33][CH:34]=[CH:35][CH:36]=2)[C:25]2[CH:26]=[CH:27][CH:28]=[CH:29][CH:30]=2)[N:38]=1, predict the reactants needed to synthesize it. The reactants are: F[C:2]1[CH:7]=[CH:6][C:5]([CH2:8][C:9](OC)=O)=[C:4]([O:13][CH2:14][C@@H:15]2[CH2:17][O:16]2)[CH:3]=1.[C:18]([N:37]1[N:41]=[N:40]C(CC2C=CC=CC=2O)=[N:38]1)([C:31]1[CH:36]=[CH:35][CH:34]=[CH:33][CH:32]=1)([C:25]1[CH:30]=[CH:29][CH:28]=[CH:27][CH:26]=1)[C:19]1[CH:24]=[CH:23][CH:22]=[CH:21][CH:20]=1. (4) The reactants are: [F:1][C:2]([F:26])([F:25])[C:3]([C:6]1[CH:11]=[CH:10][C:9]([N:12]2[CH2:17][CH2:16][N:15]([C:18]([O:20][C:21]([CH3:24])([CH3:23])[CH3:22])=[O:19])[CH2:14][CH2:13]2)=[CH:8][CH:7]=1)([OH:5])[CH3:4].[Br:27]Br. Given the product [Br:27][C:8]1[CH:7]=[C:6]([C:3]([OH:5])([CH3:4])[C:2]([F:1])([F:25])[F:26])[CH:11]=[CH:10][C:9]=1[N:12]1[CH2:13][CH2:14][N:15]([C:18]([O:20][C:21]([CH3:22])([CH3:24])[CH3:23])=[O:19])[CH2:16][CH2:17]1, predict the reactants needed to synthesize it. (5) Given the product [CH2:1]([O:3][C:4]([C:6]1[C:7]([OH:25])=[C:8]2[CH:14]=[CH:13][N:12]([CH2:17][C:18]3[CH:23]=[CH:22][CH:21]=[C:20]([F:24])[CH:19]=3)[C:9]2=[C:10]([C:28]#[N:30])[N:11]=1)=[O:5])[CH3:2], predict the reactants needed to synthesize it. The reactants are: [CH2:1]([O:3][C:4]([C:6]1[C:7]([OH:25])=[C:8]2[C:14](Br)=[C:13](Br)[N:12]([CH2:17][C:18]3[CH:23]=[CH:22][CH:21]=[C:20]([F:24])[CH:19]=3)[C:9]2=[CH:10][N:11]=1)=[O:5])[CH3:2].C1C(=O)[N:30](Br)[C:28](=O)C1.C([Cu])#N.CN1C(=O)CCC1.C([O-])=O.[NH4+]. (6) Given the product [CH3:1][O:2][C:3]1[CH:8]=[CH:7][CH:6]=[CH:5][C:4]=1[NH:9][C:10](=[O:34])[NH:11][C:12]1[CH:13]=[C:14]([N:18]2[C:23](=[O:24])[C:22]([CH2:25][CH2:26][C:27]([O:29][N:36]3[C:40](=[O:41])[CH2:39][CH2:38][C:37]3=[O:42])=[O:28])=[N:21][C:20]3[CH:30]=[CH:31][CH:32]=[N:33][C:19]2=3)[CH:15]=[CH:16][CH:17]=1, predict the reactants needed to synthesize it. The reactants are: [CH3:1][O:2][C:3]1[CH:8]=[CH:7][CH:6]=[CH:5][C:4]=1[NH:9][C:10](=[O:34])[NH:11][C:12]1[CH:13]=[C:14]([N:18]2[C:23](=[O:24])[C:22]([CH2:25][CH2:26][C:27]([OH:29])=[O:28])=[N:21][C:20]3[CH:30]=[CH:31][CH:32]=[N:33][C:19]2=3)[CH:15]=[CH:16][CH:17]=1.O[N:36]1[C:40](=[O:41])[CH2:39][CH2:38][C:37]1=[O:42].C(N=C=NCCCN(C)C)C.